From a dataset of NCI-60 drug combinations with 297,098 pairs across 59 cell lines. Regression. Given two drug SMILES strings and cell line genomic features, predict the synergy score measuring deviation from expected non-interaction effect. (1) Drug 1: C1CC(=O)NC(=O)C1N2CC3=C(C2=O)C=CC=C3N. Drug 2: CN(CCCl)CCCl.Cl. Cell line: HCC-2998. Synergy scores: CSS=11.6, Synergy_ZIP=-3.43, Synergy_Bliss=-1.44, Synergy_Loewe=-16.5, Synergy_HSA=-3.69. (2) Drug 1: C1C(C(OC1N2C=NC3=C2NC=NCC3O)CO)O. Synergy scores: CSS=10.5, Synergy_ZIP=-0.318, Synergy_Bliss=-6.52, Synergy_Loewe=-0.455, Synergy_HSA=-1.54. Cell line: COLO 205. Drug 2: C(CCl)NC(=O)N(CCCl)N=O. (3) Drug 1: CC1OCC2C(O1)C(C(C(O2)OC3C4COC(=O)C4C(C5=CC6=C(C=C35)OCO6)C7=CC(=C(C(=C7)OC)O)OC)O)O. Drug 2: C1=NC2=C(N=C(N=C2N1C3C(C(C(O3)CO)O)O)F)N. Cell line: SF-268. Synergy scores: CSS=9.86, Synergy_ZIP=-5.04, Synergy_Bliss=-0.201, Synergy_Loewe=-16.2, Synergy_HSA=-0.787. (4) Drug 1: CC1CCC2CC(C(=CC=CC=CC(CC(C(=O)C(C(C(=CC(C(=O)CC(OC(=O)C3CCCCN3C(=O)C(=O)C1(O2)O)C(C)CC4CCC(C(C4)OC)OCCO)C)C)O)OC)C)C)C)OC. Drug 2: C1=CN(C=N1)CC(O)(P(=O)(O)O)P(=O)(O)O. Cell line: SNB-19. Synergy scores: CSS=22.3, Synergy_ZIP=-3.78, Synergy_Bliss=0.0182, Synergy_Loewe=-41.1, Synergy_HSA=-1.36. (5) Drug 1: C1CCC(C1)C(CC#N)N2C=C(C=N2)C3=C4C=CNC4=NC=N3. Drug 2: CS(=O)(=O)C1=CC(=C(C=C1)C(=O)NC2=CC(=C(C=C2)Cl)C3=CC=CC=N3)Cl. Cell line: SK-OV-3. Synergy scores: CSS=2.84, Synergy_ZIP=-1.64, Synergy_Bliss=0.253, Synergy_Loewe=-1.98, Synergy_HSA=-0.263. (6) Drug 1: C1CC(=O)NC(=O)C1N2CC3=C(C2=O)C=CC=C3N. Drug 2: CC1C(C(CC(O1)OC2CC(OC(C2O)C)OC3=CC4=CC5=C(C(=O)C(C(C5)C(C(=O)C(C(C)O)O)OC)OC6CC(C(C(O6)C)O)OC7CC(C(C(O7)C)O)OC8CC(C(C(O8)C)O)(C)O)C(=C4C(=C3C)O)O)O)O. Cell line: HOP-62. Synergy scores: CSS=3.93, Synergy_ZIP=-2.01, Synergy_Bliss=-1.33, Synergy_Loewe=-0.0881, Synergy_HSA=-1.56. (7) Drug 1: C1=CC(=CC=C1CC(C(=O)O)N)N(CCCl)CCCl.Cl. Drug 2: C(CCl)NC(=O)N(CCCl)N=O. Cell line: OVCAR-8. Synergy scores: CSS=17.0, Synergy_ZIP=-4.43, Synergy_Bliss=1.80, Synergy_Loewe=-4.05, Synergy_HSA=-0.636. (8) Drug 1: CC1=C(C(CCC1)(C)C)C=CC(=CC=CC(=CC(=O)O)C)C. Drug 2: CC1CCC2CC(C(=CC=CC=CC(CC(C(=O)C(C(C(=CC(C(=O)CC(OC(=O)C3CCCCN3C(=O)C(=O)C1(O2)O)C(C)CC4CCC(C(C4)OC)O)C)C)O)OC)C)C)C)OC. Cell line: ACHN. Synergy scores: CSS=21.3, Synergy_ZIP=-1.58, Synergy_Bliss=5.04, Synergy_Loewe=2.51, Synergy_HSA=7.27. (9) Drug 1: C1=CN(C=N1)CC(O)(P(=O)(O)O)P(=O)(O)O. Drug 2: C1CNP(=O)(OC1)N(CCCl)CCCl. Cell line: IGROV1. Synergy scores: CSS=-1.17, Synergy_ZIP=1.75, Synergy_Bliss=1.68, Synergy_Loewe=1.51, Synergy_HSA=-1.00. (10) Cell line: SF-539. Synergy scores: CSS=21.2, Synergy_ZIP=-9.21, Synergy_Bliss=-7.85, Synergy_Loewe=-7.51, Synergy_HSA=-3.53. Drug 1: C1=NC2=C(N1)C(=S)N=C(N2)N. Drug 2: CNC(=O)C1=NC=CC(=C1)OC2=CC=C(C=C2)NC(=O)NC3=CC(=C(C=C3)Cl)C(F)(F)F.